From a dataset of Forward reaction prediction with 1.9M reactions from USPTO patents (1976-2016). Predict the product of the given reaction. (1) Given the reactants C([O:8][C:9]1[N:24]=[C:23]([C:25]2[CH:30]=[CH:29][C:28]([N:31]([CH3:33])[CH3:32])=[CH:27][CH:26]=2)[C:22]([CH2:34][O:35][CH3:36])=[C:21]([O:37]CC2C=CC=CC=2)[C:10]=1[C:11]([O:13]CC1C=CC=CC=1)=[O:12])C1C=CC=CC=1, predict the reaction product. The product is: [CH3:32][N:31]([CH3:33])[C:28]1[CH:29]=[CH:30][C:25]([C:23]2[NH:24][C:9](=[O:8])[C:10]([C:11]([OH:13])=[O:12])=[C:21]([OH:37])[C:22]=2[CH2:34][O:35][CH3:36])=[CH:26][CH:27]=1. (2) Given the reactants [CH3:1][C:2]([O:5][C:6]([N:8]1[CH2:14][CH2:13][C:12]2[CH:15]=[CH:16][C:17]([CH2:19][C:20]3[CH:28]=[CH:27][C:23]([C:24]([OH:26])=O)=[CH:22][CH:21]=3)=[CH:18][C:11]=2[CH2:10][CH2:9]1)=[O:7])([CH3:4])[CH3:3].[CH3:29][NH:30][CH3:31], predict the reaction product. The product is: [CH3:29][N:30]([CH3:31])[C:24]([C:23]1[CH:27]=[CH:28][C:20]([CH2:19][C:17]2[CH:16]=[CH:15][C:12]3[CH2:13][CH2:14][N:8]([C:6]([O:5][C:2]([CH3:4])([CH3:3])[CH3:1])=[O:7])[CH2:9][CH2:10][C:11]=3[CH:18]=2)=[CH:21][CH:22]=1)=[O:26]. (3) Given the reactants [NH:1]1[CH2:5][CH2:4][C@@H:3]([NH:6][C:7](=[O:13])[O:8][C:9]([CH3:12])([CH3:11])[CH3:10])[CH2:2]1.F[C:15]1[CH:20]=[CH:19][C:18]([N+:21]([O-:23])=[O:22])=[CH:17][CH:16]=1.C(=O)([O-])[O-].[K+].[K+], predict the reaction product. The product is: [C:9]([O:8][C:7](=[O:13])[NH:6][C@@H:3]1[CH2:4][CH2:5][N:1]([C:15]2[CH:20]=[CH:19][C:18]([N+:21]([O-:23])=[O:22])=[CH:17][CH:16]=2)[CH2:2]1)([CH3:10])([CH3:12])[CH3:11]. (4) Given the reactants C1(S([N:10]2[C:14]3=[N:15][CH:16]=[CH:17][C:18]([C:19]4[CH:20]=[CH:21][C:22]([O:27][CH:28]5[CH2:33][CH2:32][O:31][CH2:30][CH2:29]5)=[C:23]([CH:26]=4)[C:24]#[N:25])=[C:13]3[CH:12]=[C:11]2[C:34]2[CH:39]=[CH:38][C:37]([N:40]3[CH2:45][CH2:44][NH:43][CH2:42][CH2:41]3)=[CH:36][CH:35]=2)(=O)=O)C=CC=CC=1.C([O-])([O-])=O.[Cs+].[Cs+], predict the reaction product. The product is: [N:40]1([C:37]2[CH:36]=[CH:35][C:34]([C:11]3[NH:10][C:14]4=[N:15][CH:16]=[CH:17][C:18]([C:19]5[CH:20]=[CH:21][C:22]([O:27][CH:28]6[CH2:33][CH2:32][O:31][CH2:30][CH2:29]6)=[C:23]([CH:26]=5)[C:24]#[N:25])=[C:13]4[CH:12]=3)=[CH:39][CH:38]=2)[CH2:45][CH2:44][NH:43][CH2:42][CH2:41]1. (5) Given the reactants [NH2:1][C:2]1[CH:3]=[C:4]([C:8]2[C:16]3[O:15][C:14]([C:17]([NH:19][C@@H:20]4[CH:25]5[CH2:26][CH2:27][N:22]([CH2:23][CH2:24]5)[CH2:21]4)=[O:18])=[CH:13][C:12]=3[CH:11]=[CH:10][CH:9]=2)[CH:5]=[CH:6][CH:7]=1.[CH3:28][S:29]([Cl:32])(=[O:31])=[O:30].C(N(CC)CC)C.O, predict the reaction product. The product is: [ClH:32].[N:22]12[CH2:23][CH2:24][CH:25]([CH2:26][CH2:27]1)[C@@H:20]([NH:19][C:17]([C:14]1[O:15][C:16]3[C:8]([C:4]4[CH:5]=[CH:6][CH:7]=[C:2]([NH:1][S:29]([CH3:28])(=[O:31])=[O:30])[CH:3]=4)=[CH:9][CH:10]=[CH:11][C:12]=3[CH:13]=1)=[O:18])[CH2:21]2. (6) Given the reactants [N:1]1[CH:6]=[CH:5][CH:4]=[CH:3][C:2]=1[C:7]1([OH:17])[CH2:16][CH2:15][C:10]2(OCC[O:11]2)[CH2:9][CH2:8]1.Cl.C(=O)(O)[O-].[Na+], predict the reaction product. The product is: [OH:17][C:7]1([C:2]2[CH:3]=[CH:4][CH:5]=[CH:6][N:1]=2)[CH2:8][CH2:9][C:10](=[O:11])[CH2:15][CH2:16]1. (7) The product is: [Cl:1][C:2]1[CH:3]=[CH:4][C:5]([C:8]2[N:12]([CH2:13][C:14]([N:30]3[CH2:35][CH2:34][O:33][CH2:32][CH2:31]3)=[O:15])[C:11]3[CH:17]=[C:18]([C:20]([O:22][CH3:23])=[O:21])[S:19][C:10]=3[C:9]=2[CH:24]2[CH2:25][CH2:26][CH2:27][CH2:28][CH2:29]2)=[CH:6][CH:7]=1. Given the reactants [Cl:1][C:2]1[CH:7]=[CH:6][C:5]([C:8]2[N:12]([CH2:13][C:14](O)=[O:15])[C:11]3[CH:17]=[C:18]([C:20]([O:22][CH3:23])=[O:21])[S:19][C:10]=3[C:9]=2[CH:24]2[CH2:29][CH2:28][CH2:27][CH2:26][CH2:25]2)=[CH:4][CH:3]=1.[NH:30]1[CH2:35][CH2:34][O:33][CH2:32][CH2:31]1.CCN(C(C)C)C(C)C.CN(C(ON1N=NC2C=CC=NC1=2)=[N+](C)C)C.F[P-](F)(F)(F)(F)F, predict the reaction product.